Dataset: Forward reaction prediction with 1.9M reactions from USPTO patents (1976-2016). Task: Predict the product of the given reaction. Given the reactants [NH:1]1[CH2:6][CH2:5][CH:4]([CH2:7][CH:8]2[CH2:13][CH2:12][N:11]([C:14]([O:16][C:17]([CH3:20])([CH3:19])[CH3:18])=[O:15])[CH2:10][CH2:9]2)[CH2:3][CH2:2]1.[H-].[H-].[H-].[H-].[Li+].[Al+3].[CH:27](OCC)=O, predict the reaction product. The product is: [CH3:27][N:1]1[CH2:2][CH2:3][CH:4]([CH2:7][CH:8]2[CH2:9][CH2:10][N:11]([C:14]([O:16][C:17]([CH3:20])([CH3:19])[CH3:18])=[O:15])[CH2:12][CH2:13]2)[CH2:5][CH2:6]1.